This data is from Forward reaction prediction with 1.9M reactions from USPTO patents (1976-2016). The task is: Predict the product of the given reaction. Given the reactants [Mg].Br[CH2:3][CH2:4][CH2:5][CH3:6].CON(C)[C:10](=[O:28])[C:11]1[CH:16]=[CH:15][C:14]([CH2:17][O:18][CH2:19][C:20]2[CH:25]=[CH:24][C:23]([O:26][CH3:27])=[CH:22][CH:21]=2)=[CH:13][CH:12]=1.[Cl-].[NH4+], predict the reaction product. The product is: [CH3:27][O:26][C:23]1[CH:22]=[CH:21][C:20]([CH2:19][O:18][CH2:17][C:14]2[CH:13]=[CH:12][C:11]([C:10](=[O:28])[CH2:3][CH2:4][CH2:5][CH3:6])=[CH:16][CH:15]=2)=[CH:25][CH:24]=1.